This data is from Catalyst prediction with 721,799 reactions and 888 catalyst types from USPTO. The task is: Predict which catalyst facilitates the given reaction. Reactant: [Si]([O:8][C:9]1[CH:14]=[CH:13][C:12]([C:15]2[N:19]([CH:20]3[CH2:25][CH2:24][CH2:23][CH2:22][CH2:21]3)[C:18]3[CH:26]=[CH:27][C:28]([C:30]4[N:31]=[N:32][NH:33][N:34]=4)=[CH:29][C:17]=3[N:16]=2)=[CH:11][CH:10]=1)(C(C)(C)C)(C)C.[F-].C([N+](CCCC)(CCCC)CCCC)CCC. Product: [OH:8][C:9]1[CH:10]=[CH:11][C:12]([C:15]2[N:19]([CH:20]3[CH2:25][CH2:24][CH2:23][CH2:22][CH2:21]3)[C:18]3[CH:26]=[CH:27][C:28]([C:30]4[N:31]=[N:32][NH:33][N:34]=4)=[CH:29][C:17]=3[N:16]=2)=[CH:13][CH:14]=1. The catalyst class is: 1.